From a dataset of Forward reaction prediction with 1.9M reactions from USPTO patents (1976-2016). Predict the product of the given reaction. (1) The product is: [Cl:1][C:2]1[C:10]([CH3:11])=[N:9][C:8]2[N:4]([N:5]=[C:6]3[CH2:14][N:13]([C:15]([C:17]4[CH:22]=[CH:21][CH:20]=[CH:19][C:18]=4[O:23][CH:24]4[CH2:29][CH2:28][N:27]([CH:32]([CH3:34])[CH3:31])[CH2:26][CH2:25]4)=[O:16])[CH2:12][C:7]3=2)[C:3]=1[CH3:30]. Given the reactants [Cl:1][C:2]1[C:10]([CH3:11])=[N:9][C:8]2[N:4]([N:5]=[C:6]3[CH2:14][N:13]([C:15]([C:17]4[CH:22]=[CH:21][CH:20]=[CH:19][C:18]=4[O:23][CH:24]4[CH2:29][CH2:28][NH:27][CH2:26][CH2:25]4)=[O:16])[CH2:12][C:7]3=2)[C:3]=1[CH3:30].[CH3:31][C:32]([CH3:34])=O.CC(O)=O.C(O[BH-](OC(=O)C)OC(=O)C)(=O)C.[Na+], predict the reaction product. (2) Given the reactants Br[C:2]1[CH:7]=[CH:6][C:5]([C:8]([F:11])([F:10])[F:9])=[CH:4][N:3]=1.C([O-])([O-])=O.[K+].[K+].[CH:18]1([NH2:22])[CH2:21][CH2:20][CH2:19]1, predict the reaction product. The product is: [CH:18]1([NH:22][C:2]2[CH:7]=[CH:6][C:5]([C:8]([F:11])([F:10])[F:9])=[CH:4][N:3]=2)[CH2:21][CH2:20][CH2:19]1. (3) Given the reactants [Br:1][C:2]1[CH:3]=[C:4]([F:34])[C:5]([O:26]CC2C=CC=CC=2)=[C:6]2[C:10]=1[N:9]([C:11]1[CH:16]=[CH:15][C:14]([O:17]CC3C=CC=CC=3)=[C:13]([F:25])[CH:12]=1)[CH:8]=[CH:7]2, predict the reaction product. The product is: [Br:1][C:2]1[C:10]2[N:9]([C:11]3[CH:16]=[CH:15][C:14]([OH:17])=[C:13]([F:25])[CH:12]=3)[CH:8]=[CH:7][C:6]=2[C:5]([OH:26])=[C:4]([F:34])[CH:3]=1.